From a dataset of Full USPTO retrosynthesis dataset with 1.9M reactions from patents (1976-2016). Predict the reactants needed to synthesize the given product. (1) The reactants are: C(=O)([O-])[O-].[K+].[K+].CN(C)C=O.[O:12]=[C:13]([C:22]1[N:27]=[C:26]([C:28]([O:30][CH3:31])=[O:29])[CH:25]=[CH:24][CH:23]=1)[C:14]#[C:15][C:16]1[CH:21]=[CH:20][CH:19]=[CH:18][CH:17]=1.CC1C=C(C)C=C(C)C=1S([O-])(=O)=O.[NH2:45][N+:46]1[CH:51]=[CH:50][CH:49]=[C:48]([Br:52])[CH:47]=1. Given the product [Br:52][C:48]1[CH:49]=[CH:50][C:51]2[N:46]([N:45]=[C:15]([C:16]3[CH:17]=[CH:18][CH:19]=[CH:20][CH:21]=3)[C:14]=2[C:13]([C:22]2[N:27]=[C:26]([C:28]([O:30][CH3:31])=[O:29])[CH:25]=[CH:24][CH:23]=2)=[O:12])[CH:47]=1, predict the reactants needed to synthesize it. (2) Given the product [N+:1]([C:4]1[CH:9]=[CH:8][N:7]=[C:6]([N:10]2[CH2:15][CH2:14][O:13][CH2:12][CH2:11]2)[CH:5]=1)([O-:3])=[O:2], predict the reactants needed to synthesize it. The reactants are: [N+:1]([C:4]1[CH:9]=[CH:8][N:7]=[CH:6][CH:5]=1)([O-:3])=[O:2].[NH:10]1[CH2:15][CH2:14][O:13][CH2:12][CH2:11]1. (3) Given the product [CH3:49][C:48]1([CH3:50])[C:44]([CH3:43])([CH3:58])[O:45][B:46]([C:51]2[CH:56]=[CH:55][C:54]([NH:57][C:16]([C:12]3[N:11]=[N:10][CH:15]=[CH:14][CH:13]=3)=[O:18])=[CH:53][CH:52]=2)[O:47]1, predict the reactants needed to synthesize it. The reactants are: CCN(C(C)C)C(C)C.[N:10]1[CH:15]=[CH:14][CH:13]=[C:12]([C:16]([OH:18])=O)[N:11]=1.CN(C(ON1N=NC2C=CC=NC1=2)=[N+](C)C)C.F[P-](F)(F)(F)(F)F.[CH3:43][C:44]1([CH3:58])[C:48]([CH3:50])([CH3:49])[O:47][B:46]([C:51]2[CH:56]=[CH:55][C:54]([NH2:57])=[CH:53][CH:52]=2)[O:45]1. (4) Given the product [ClH:49].[ClH:49].[CH3:1][O:2][CH2:3][CH2:4][CH2:5][CH2:6][N:7]1[C:11]2[CH:12]=[CH:13][CH:14]=[CH:15][C:10]=2[N:9]=[C:8]1[C:16]([N:18]([C@H:19]1[CH2:24][C@@H:23]([C:25]([N:27]2[CH2:28][CH2:29][O:30][CH2:31][CH2:32]2)=[O:26])[CH2:22][NH:21][CH2:20]1)[CH2:40][CH2:41][CH3:42])=[O:17], predict the reactants needed to synthesize it. The reactants are: [CH3:1][O:2][CH2:3][CH2:4][CH2:5][CH2:6][N:7]1[C:11]2[CH:12]=[CH:13][CH:14]=[CH:15][C:10]=2[N:9]=[C:8]1[C:16]([N:18]([CH2:40][CH2:41][CH3:42])[C@H:19]1[CH2:24][C@@H:23]([C:25]([N:27]2[CH2:32][CH2:31][O:30][CH2:29][CH2:28]2)=[O:26])[CH2:22][N:21](C(OC(C)(C)C)=O)[CH2:20]1)=[O:17].C(OCC)(=O)C.[ClH:49]. (5) Given the product [C:13]([C:10]1[N:11]=[CH:12][C:7]2[CH:6]=[C:5]([CH2:15][N:16]3[CH2:21][CH2:20][N:19]([C:22]4[CH:43]=[CH:41][C:3]([NH:4][S:34]([CH3:33])(=[O:36])=[O:35])=[CH:2][CH:1]=4)[CH2:18][CH2:17]3)[N:4]([CH2:3][C:2]([CH3:31])([CH3:32])[CH3:1])[C:8]=2[N:9]=1)#[N:14], predict the reactants needed to synthesize it. The reactants are: [CH3:1][C:2]([CH3:32])([CH3:31])[CH2:3][N:4]1[C:8]2[N:9]=[C:10]([C:13]#[N:14])[N:11]=[CH:12][C:7]=2[CH:6]=[C:5]1[CH2:15][N:16]1[CH2:21][CH2:20][N:19]([C:22]2N=CC([N+]([O-])=O)=CN=2)[CH2:18][CH2:17]1.[CH3:33][S:34](Cl)(=[O:36])=[O:35].CCO[C:41]([CH3:43])=O. (6) The reactants are: BrN1C(=O)CCC1=O.[Cl:9][C:10]1[CH:11]=[C:12]2[C:16](=[CH:17][CH:18]=1)[N:15]([CH2:19][C:20]([OH:22])=[O:21])[C:14]([CH3:23])=[C:13]2[C:24]1[C:33]2[C:28](=[CH:29][C:30]([Cl:34])=[CH:31][CH:32]=2)[N:27]=[CH:26][CH:25]=1.[C:35]([OH:38])(=[O:37])[CH3:36]. Given the product [C:35]([O:38][CH2:23][C:14]1[N:15]([CH2:19][C:20]([OH:22])=[O:21])[C:16]2[C:12]([C:13]=1[C:24]1[C:33]3[C:28](=[CH:29][C:30]([Cl:34])=[CH:31][CH:32]=3)[N:27]=[CH:26][CH:25]=1)=[CH:11][C:10]([Cl:9])=[CH:18][CH:17]=2)(=[O:37])[CH3:36], predict the reactants needed to synthesize it. (7) Given the product [Br:1][C:2]1[CH:7]=[CH:6][C:5]([N:8]2[CH:12]=[C:11]([C:13]3[CH:14]=[C:15]([C:16]([F:18])([F:19])[F:17])[O:20][N:31]=3)[N:10]=[C:9]2[C:22]2[CH:27]=[CH:26][CH:25]=[CH:24][C:23]=2[Cl:28])=[C:4]([Cl:29])[CH:3]=1, predict the reactants needed to synthesize it. The reactants are: [Br:1][C:2]1[CH:7]=[CH:6][C:5]([N:8]2[CH:12]=[C:11]([C:13](=O)[CH2:14][C:15](=[O:20])[C:16]([F:19])([F:18])[F:17])[N:10]=[C:9]2[C:22]2[CH:27]=[CH:26][CH:25]=[CH:24][C:23]=2[Cl:28])=[C:4]([Cl:29])[CH:3]=1.Cl.[NH2:31]O.